Predict the reaction yield, written as a fraction of the theoretical maximum amount of product (1.0 means a 100% yield; for example, 0.34 means a 34% yield). From a dataset of Reaction yield outcomes from USPTO patents with 853,638 reactions. (1) The reactants are [OH:1][C:2]1[CH:7]=[CH:6][C:5]([N:8]2[CH:13]=[CH:12][C:11]([C:14]3[CH:19]=[CH:18][C:17]([C:20]([F:23])([F:22])[F:21])=[CH:16][CH:15]=3)=[CH:10][C:9]2=[O:24])=[CH:4][C:3]=1[O:25][CH3:26].[F-].[Cs+].[N+](C1C=C(S(O[CH2:42][C@H:43]2[CH2:45][O:44]2)(=O)=O)C=CC=1)([O-])=O. The catalyst is CN(C=O)C.C(Cl)Cl. The product is [CH3:26][O:25][C:3]1[CH:4]=[C:5]([N:8]2[CH:13]=[CH:12][C:11]([C:14]3[CH:19]=[CH:18][C:17]([C:20]([F:21])([F:22])[F:23])=[CH:16][CH:15]=3)=[CH:10][C:9]2=[O:24])[CH:6]=[CH:7][C:2]=1[O:1][CH2:42][C@H:43]1[CH2:45][O:44]1. The yield is 0.731. (2) The reactants are [N+:1]([C:4]1[CH:19]=[CH:18][C:7]([CH2:8][N:9]2[C:17]3[C:12](=[CH:13][CH:14]=[CH:15][CH:16]=3)[CH:11]=[N:10]2)=[CH:6][CH:5]=1)([O-])=O.C(O)C. The catalyst is [C].[Pd].O1CCCC1. The product is [N:9]1([CH2:8][C:7]2[CH:18]=[CH:19][C:4]([NH2:1])=[CH:5][CH:6]=2)[C:17]2[C:12](=[CH:13][CH:14]=[CH:15][CH:16]=2)[CH:11]=[N:10]1. The yield is 0.830. (3) The reactants are [NH2:1][CH2:2][C@H:3]1[CH2:7][N:6]([CH2:8][CH2:9][C:10]2[C:19]3[C:14](=[CH:15][CH:16]=[C:17]([O:20][CH3:21])[N:18]=3)[N:13]=[CH:12][CH:11]=2)[CH2:5][C@H:4]1[OH:22].[O:23]1[C:32]2[CH:31]=[C:30]([CH:33]=O)[N:29]=[CH:28][C:27]=2[O:26][CH2:25][CH2:24]1.[BH-](OC(C)=O)(OC(C)=O)OC(C)=O.[Na+]. The catalyst is C(Cl)Cl.CCO. The product is [O:23]1[C:32]2[CH:31]=[C:30]([CH2:33][NH:1][CH2:2][C@H:3]3[CH2:7][N:6]([CH2:8][CH2:9][C:10]4[C:19]5[C:14](=[CH:15][CH:16]=[C:17]([O:20][CH3:21])[N:18]=5)[N:13]=[CH:12][CH:11]=4)[CH2:5][C@H:4]3[OH:22])[N:29]=[CH:28][C:27]=2[O:26][CH2:25][CH2:24]1. The yield is 0.270. (4) The reactants are [NH2:1][CH:2]1[CH2:11][C:10]2[C:9]([C:12]([NH2:14])=[O:13])=[CH:8][CH:7]=[C:6]([F:15])[C:5]=2[O:4][CH2:3]1.[F:16][C:17]1[CH:18]=[C:19]2[C:23](=[CH:24][CH:25]=1)[NH:22][CH:21]=[C:20]2[CH2:26][CH2:27][C:28](=O)[CH3:29].C(O)(=O)C.C(O[BH-](OC(=O)C)OC(=O)C)(=O)C.[Na+]. The catalyst is ClCCCl. The product is [F:15][C:6]1[C:5]2[O:4][CH2:3][CH:2]([NH:1][CH:28]([CH3:29])[CH2:27][CH2:26][C:20]3[C:19]4[C:23](=[CH:24][CH:25]=[C:17]([F:16])[CH:18]=4)[NH:22][CH:21]=3)[CH2:11][C:10]=2[C:9]([C:12]([NH2:14])=[O:13])=[CH:8][CH:7]=1. The yield is 0.740.